From a dataset of Reaction yield outcomes from USPTO patents with 853,638 reactions. Predict the reaction yield, written as a fraction of the theoretical maximum amount of product (1.0 means a 100% yield; for example, 0.34 means a 34% yield). (1) The reactants are [CH3:1][C:2]([CH3:19])([CH3:18])[C:3]#[C:4][C:5]1[C:10]([F:11])=[CH:9][CH:8]=[CH:7][C:6]=1[NH:12]C(=O)CCC.CC([O-])(C)C.[K+].O. The catalyst is CN(C=O)C. The product is [C:2]([C:3]1[NH:12][C:6]2[C:5]([CH:4]=1)=[C:10]([F:11])[CH:9]=[CH:8][CH:7]=2)([CH3:19])([CH3:18])[CH3:1]. The yield is 0.970. (2) The reactants are [Br:1][C:2]1[CH:3]=[CH:4][C:5]([CH:8]2[O:12][C:11](=[O:13])[NH:10][CH2:9]2)=[N:6][CH:7]=1.[H-].[Na+].[CH:16](Br)([CH3:18])[CH3:17].BrC1C=CC(C2OC(=O)N(C)C2)=NC=1. No catalyst specified. The product is [Br:1][C:2]1[CH:3]=[CH:4][C:5]([CH:8]2[O:12][C:11](=[O:13])[N:10]([CH:16]([CH3:18])[CH3:17])[CH2:9]2)=[N:6][CH:7]=1. The yield is 0.460. (3) The reactants are C([Li])CCC.CC1(C)CCCC(C)(C)N1.[Br:16][C:17]1[CH:22]=[CH:21][CH:20]=[C:19]([Cl:23])[CH:18]=1.[N:24](/[C:33]([O:35][C:36]([CH3:39])([CH3:38])[CH3:37])=[O:34])=[N:25]/[C:26]([O:28][C:29]([CH3:32])([CH3:31])[CH3:30])=[O:27]. The catalyst is C1COCC1.O. The product is [Br:16][C:17]1[CH:22]=[CH:21][CH:20]=[C:19]([Cl:23])[C:18]=1[N:24]([C:33]([O:35][C:36]([CH3:39])([CH3:38])[CH3:37])=[O:34])[NH:25][C:26]([O:28][C:29]([CH3:30])([CH3:31])[CH3:32])=[O:27]. The yield is 0.725. (4) The reactants are [NH2:1][C:2]1[CH:35]=[CH:34][C:5]([CH2:6][CH:7]2[CH2:11][CH2:10][C@H:9]([C@H:12]([O:19][Si:20]([C:23]([CH3:26])([CH3:25])[CH3:24])([CH3:22])[CH3:21])[C:13]3[CH:18]=[CH:17][CH:16]=[CH:15][CH:14]=3)[N:8]2[C:27]([O:29][C:30]([CH3:33])([CH3:32])[CH3:31])=[O:28])=[CH:4][CH:3]=1.[NH2:36][C:37]1[S:38][CH:39]=[C:40]([CH2:42][C:43](O)=[O:44])[N:41]=1.C1C=NC2N(O)N=NC=2C=1.C(Cl)CCl.CCN(C(C)C)C(C)C. The catalyst is CN(C=O)C. The product is [NH2:36][C:37]1[S:38][CH:39]=[C:40]([CH2:42][C:43]([NH:1][C:2]2[CH:3]=[CH:4][C:5]([CH2:6][CH:7]3[CH2:11][CH2:10][C@H:9]([C@H:12]([O:19][Si:20]([C:23]([CH3:26])([CH3:25])[CH3:24])([CH3:22])[CH3:21])[C:13]4[CH:18]=[CH:17][CH:16]=[CH:15][CH:14]=4)[N:8]3[C:27]([O:29][C:30]([CH3:33])([CH3:32])[CH3:31])=[O:28])=[CH:34][CH:35]=2)=[O:44])[N:41]=1. The yield is 0.810. (5) The reactants are [F:1][C:2]1[CH:3]=[C:4]([C:8]2[N:9]=[C:10]([N:18]3[CH2:23][CH2:22][N:21]([C:24]([O:26][C:27]([CH3:30])([CH3:29])[CH3:28])=[O:25])[CH2:20][CH2:19]3)[C:11]3[O:12][CH2:13][CH2:14][NH:15][C:16]=3[N:17]=2)[CH:5]=[CH:6][CH:7]=1.C(N(CC)CC)C.ClC(Cl)(O[C:42](=[O:48])OC(Cl)(Cl)Cl)Cl.[N:50]1[CH:55]=[CH:54][C:53]([NH2:56])=[CH:52][CH:51]=1. The catalyst is C(Cl)Cl. The product is [F:1][C:2]1[CH:3]=[C:4]([C:8]2[N:9]=[C:10]([N:18]3[CH2:19][CH2:20][N:21]([C:24]([O:26][C:27]([CH3:30])([CH3:29])[CH3:28])=[O:25])[CH2:22][CH2:23]3)[C:11]3[O:12][CH2:13][CH2:14][N:15]([C:42](=[O:48])[NH:56][C:53]4[CH:54]=[CH:55][N:50]=[CH:51][CH:52]=4)[C:16]=3[N:17]=2)[CH:5]=[CH:6][CH:7]=1. The yield is 0.550. (6) The reactants are Cl[CH2:2][C:3]1[CH:4]=[CH:5][C:6]2[O:11][C:10]([F:13])([F:12])[O:9]C(F)(F)[C:7]=2[CH:16]=1.[C-:17]#[N:18].[Na+]. The catalyst is CS(C)=O. The product is [F:13][C:10]1([F:12])[O:11][C:6]2[CH:5]=[CH:4][C:3]([CH2:2][C:17]#[N:18])=[CH:16][C:7]=2[O:9]1. The yield is 0.680.